This data is from Catalyst prediction with 721,799 reactions and 888 catalyst types from USPTO. The task is: Predict which catalyst facilitates the given reaction. (1) Reactant: C(OC([N:8]1[C:16]2[C:11](=[C:12]([CH2:17][N:18]3[C:22]4[CH:23]=[CH:24][CH:25]=[CH:26][C:21]=4[N:20]([C:27]4[CH:32]=[CH:31][C:30]([C:33]5[CH:38]=[C:37]([Cl:39])[CH:36]=[CH:35][C:34]=5[C:40](O)=[O:41])=[CH:29][CH:28]=4)/[C:19]/3=[N:43]/C(OC(C)(C)C)=O)[CH:13]=[CH:14][CH:15]=2)[CH:10]=[CH:9]1)=O)(C)(C)C.[CH3:51][N:52](C(ON1N=NC2C=CC=NC1=2)=[N+](C)C)C.F[P-](F)(F)(F)(F)F.CCN(C(C)C)C(C)C.CN.C1COCC1. Product: [CH3:51][NH:52][C:40]([C:34]1[C:33]([C:30]2[CH:31]=[CH:32][C:27]([N:20]3[C:21]4[CH:26]=[CH:25][CH:24]=[CH:23][C:22]=4[N:18]([CH2:17][C:12]4[CH:13]=[CH:14][CH:15]=[C:16]5[C:11]=4[CH:10]=[CH:9][NH:8]5)[C:19]3=[NH:43])=[CH:28][CH:29]=2)=[CH:38][C:37]([Cl:39])=[CH:36][CH:35]=1)=[O:41]. The catalyst class is: 25. (2) Reactant: [Cl:1][C:2]1[N:3]=[N:4][C:5](Cl)=[CH:6][CH:7]=1.[C:9]1([CH2:15][CH2:16][OH:17])[CH:14]=[CH:13][CH:12]=[CH:11][CH:10]=1.[H-].[Na+]. Product: [Cl:1][C:2]1[N:3]=[N:4][C:5]([O:17][CH2:16][CH2:15][C:9]2[CH:14]=[CH:13][CH:12]=[CH:11][CH:10]=2)=[CH:6][CH:7]=1. The catalyst class is: 60.